This data is from Catalyst prediction with 721,799 reactions and 888 catalyst types from USPTO. The task is: Predict which catalyst facilitates the given reaction. (1) Reactant: C([O:3][C:4](=O)[CH2:5][CH:6]1[CH2:35][CH2:34][C:9]2[C:10]3[C:15]([NH:16][C:17]4[CH:22]=[CH:21][C:20]([O:23][CH2:24][C:25]5[CH:30]=[CH:29][CH:28]=[C:27]([F:31])[CH:26]=5)=[C:19]([Cl:32])[CH:18]=4)=[N:14][CH:13]=[N:12][C:11]=3[S:33][C:8]=2[CH2:7]1)C.[H-].C([Al+]CC(C)C)C(C)C. Product: [Cl:32][C:19]1[CH:18]=[C:17]([NH:16][C:15]2[C:10]3[C:9]4[CH2:34][CH2:35][CH:6]([CH2:5][CH2:4][OH:3])[CH2:7][C:8]=4[S:33][C:11]=3[N:12]=[CH:13][N:14]=2)[CH:22]=[CH:21][C:20]=1[O:23][CH2:24][C:25]1[CH:30]=[CH:29][CH:28]=[C:27]([F:31])[CH:26]=1. The catalyst class is: 1. (2) Reactant: Br[C:2]1[CH:3]=[C:4]([CH:11]=[CH:12][CH:13]=1)[O:5][CH2:6][CH2:7][N:8]([CH3:10])[CH3:9].CCCCCC.C([Li])CCC.[B:25](OC(C)C)([O:30]C(C)C)[O:26]C(C)C. Product: [CH3:9][N:8]([CH3:10])[CH2:7][CH2:6][O:5][C:4]1[CH:3]=[C:2]([B:25]([OH:30])[OH:26])[CH:13]=[CH:12][CH:11]=1. The catalyst class is: 1.